From a dataset of Full USPTO retrosynthesis dataset with 1.9M reactions from patents (1976-2016). Predict the reactants needed to synthesize the given product. (1) Given the product [CH2:9]([CH2:18][C:12]1[C:11]([SiH2:20][C:21]2[CH:26]=[CH:25][CH:24]=[CH:23][CH:22]=2)([CH3:10])[C:15]([CH3:32])=[C:14]([CH3:16])[C:13]=1[CH3:17])[CH2:4][CH2:5][CH3:6], predict the reactants needed to synthesize it. The reactants are: [H-].[Na+].N[C:4]1[CH:9]=CC=[CH:6][CH:5]=1.[CH3:10][C:11]1[CH2:15][C:14]([CH3:16])=[C:13]([CH3:17])[C:12]=1[CH3:18].Cl[Si:20](CCCC)(C)[C:21]1[CH:26]=[CH:25][CH:24]=[CH:23][CH:22]=1.[C:32](=O)([O-])O.[Na+].C(=O)([O-])[O-].[Na+].[Na+]. (2) Given the product [Cl:17][C:12]1[CH:13]=[CH:14][CH:15]=[CH:16][C:11]=1[C:8]1[CH:9]=[CH:10][C:5]([C:3]([OH:4])=[O:2])=[CH:6][CH:7]=1, predict the reactants needed to synthesize it. The reactants are: C[O:2][C:3]([C:5]1[CH:10]=[CH:9][C:8]([C:11]2[CH:16]=[CH:15][CH:14]=[CH:13][C:12]=2[Cl:17])=[CH:7][CH:6]=1)=[O:4].[OH-].[Na+].Cl. (3) Given the product [Br:3][C:4]1[CH:5]=[C:6]([O:11][CH2:13][CH:12]([CH3:18])[CH3:17])[CH:7]=[C:8]([Br:10])[CH:9]=1, predict the reactants needed to synthesize it. The reactants are: [OH-].[K+].[Br:3][C:4]1[CH:5]=[C:6]([OH:11])[CH:7]=[C:8]([Br:10])[CH:9]=1.[C:12]1([CH3:18])[CH:17]=CC=C[CH:13]=1.BrCCCCC. (4) The reactants are: [C:1]([CH:3]1[CH2:8][CH2:7][N:6]([C:9](=[O:35])[C@H:10]([NH:14][C:15]([C:17]2[C:25]3[C:20](=[N:21][CH:22]=[C:23](Br)[N:24]=3)[N:19]([CH2:27][O:28][CH2:29][CH2:30][Si:31]([CH3:34])([CH3:33])[CH3:32])[CH:18]=2)=[O:16])[CH:11]2[CH2:13][CH2:12]2)[CH2:5][CH2:4]1)#[N:2].[CH3:36][N:37]1[C:45]2[C:40](=[CH:41][CH:42]=[CH:43][CH:44]=2)[C:39]([Sn](CCCC)(CCCC)CCCC)=[N:38]1. Given the product [C:1]([CH:3]1[CH2:8][CH2:7][N:6]([C:9](=[O:35])[C@H:10]([NH:14][C:15]([C:17]2[C:25]3[C:20](=[N:21][CH:22]=[C:23]([C:39]4[C:40]5[C:45](=[CH:44][CH:43]=[CH:42][CH:41]=5)[N:37]([CH3:36])[N:38]=4)[N:24]=3)[N:19]([CH2:27][O:28][CH2:29][CH2:30][Si:31]([CH3:34])([CH3:33])[CH3:32])[CH:18]=2)=[O:16])[CH:11]2[CH2:13][CH2:12]2)[CH2:5][CH2:4]1)#[N:2], predict the reactants needed to synthesize it. (5) Given the product [Cl:1][C:2]1[CH:3]=[CH:4][C:5]([NH:8][C:9]2[C:14]([C:15]([NH:53][C:49]([CH3:50])([C:51]#[CH:52])[CH3:48])=[O:17])=[CH:13][N:12]=[CH:11][CH:10]=2)=[CH:6][CH:7]=1, predict the reactants needed to synthesize it. The reactants are: [Cl:1][C:2]1[CH:7]=[CH:6][C:5]([NH:8][C:9]2[C:14]([C:15]([OH:17])=O)=[CH:13][N:12]=[CH:11][CH:10]=2)=[CH:4][CH:3]=1.CCN=C=NCCCN(C)C.C1C=CC2N(O)N=NC=2C=1.CCN(C(C)C)C(C)C.[CH3:48][C:49]([NH2:53])([C:51]#[CH:52])[CH3:50]. (6) Given the product [CH3:15][O:16][C:17]1[CH:18]=[C:19]([NH:20][C:10](=[O:12])[CH2:9][C:6]2[CH:5]=[CH:4][C:3]([C:2]([F:1])([F:14])[F:13])=[CH:8][CH:7]=2)[CH:21]=[CH:22][CH:23]=1, predict the reactants needed to synthesize it. The reactants are: [F:1][C:2]([F:14])([F:13])[C:3]1[CH:8]=[CH:7][C:6]([CH2:9][C:10]([OH:12])=O)=[CH:5][CH:4]=1.[CH3:15][O:16][C:17]1[CH:18]=[C:19]([CH:21]=[CH:22][CH:23]=1)[NH2:20].Cl.CN(C)CCCN=C=NCC.